This data is from Reaction yield outcomes from USPTO patents with 853,638 reactions. The task is: Predict the reaction yield, written as a fraction of the theoretical maximum amount of product (1.0 means a 100% yield; for example, 0.34 means a 34% yield). (1) The reactants are [C:1]([C:3]1[CH:4]=[C:5]([NH:9][C:10](=[O:33])[NH:11][C:12]2[CH:17]=[CH:16][C:15]([S:18]([NH:21][CH2:22][C:23]3[CH:28]=[CH:27][C:26]([S:29](=[O:32])(=[O:31])[NH2:30])=[CH:25][CH:24]=3)(=[O:20])=[O:19])=[CH:14][CH:13]=2)[CH:6]=[CH:7][CH:8]=1)#[N:2].[CH2:34]([N:39]1[CH2:44][CH2:43][NH:42][CH2:41][CH2:40]1)[CH2:35][CH2:36][CH2:37][CH3:38]. No catalyst specified. The product is [NH:2]=[C:1]([N:42]1[CH2:43][CH2:44][N:39]([CH2:34][CH2:35][CH2:36][CH2:37][CH3:38])[CH2:40][CH2:41]1)[C:3]1[CH:4]=[C:5]([NH:9][C:10](=[O:33])[NH:11][C:12]2[CH:17]=[CH:16][C:15]([S:18]([NH:21][CH2:22][C:23]3[CH:28]=[CH:27][C:26]([S:29](=[O:32])(=[O:31])[NH2:30])=[CH:25][CH:24]=3)(=[O:20])=[O:19])=[CH:14][CH:13]=2)[CH:6]=[CH:7][CH:8]=1. The yield is 0.130. (2) The reactants are [F:1][C:2]([F:12])([F:11])[C:3]1[N:4]=[C:5]([C:8](O)=[O:9])[S:6][CH:7]=1.C(Cl)(=O)C([Cl:16])=O. The catalyst is C(Cl)Cl. The product is [F:1][C:2]([F:12])([F:11])[C:3]1[N:4]=[C:5]([C:8]([Cl:16])=[O:9])[S:6][CH:7]=1. The yield is 0.980. (3) The reactants are [Cl:1][C:2]1[CH:7]=[C:6]([Cl:8])[CH:5]=[C:4]([Cl:9])[C:3]=1[N:10]1[C:14]2=[N:15][C:16]([CH2:20][C:21]3[CH:26]=[CH:25][C:24]([C:27](O)=[O:28])=[CH:23][CH:22]=3)=[N:17][C:18](=[O:19])[C:13]2=[C:12]([CH:30]([CH3:32])[CH3:31])[NH:11]1.[NH2:33][N:34]1[CH2:39][CH2:38][N:37]([CH3:40])[CH2:36][CH2:35]1.CCN(C(C)C)C(C)C.CN(C(ON1N=NC2C=CC=CC1=2)=[N+](C)C)C.[B-](F)(F)(F)F. The catalyst is CN(C=O)C.O. The product is [Cl:9][C:4]1[CH:5]=[C:6]([Cl:8])[CH:7]=[C:2]([Cl:1])[C:3]=1[N:10]1[C:14]2=[N:15][C:16]([CH2:20][C:21]3[CH:26]=[CH:25][C:24]([C:27]([NH:33][N:34]4[CH2:39][CH2:38][N:37]([CH3:40])[CH2:36][CH2:35]4)=[O:28])=[CH:23][CH:22]=3)=[N:17][C:18](=[O:19])[C:13]2=[C:12]([CH:30]([CH3:32])[CH3:31])[NH:11]1. The yield is 0.580. (4) The reactants are [N+:1]([C:4]1[CH:5]=[CH:6][C:7]2[O:11][C:10]([C:12]3[CH:17]=[CH:16][C:15]([CH3:18])=[CH:14][CH:13]=3)=[N:9][C:8]=2[CH:19]=1)([O-])=O. The catalyst is C(OCC)(=O)C.C(O)(=O)C.[Pd]. The product is [C:15]1([CH3:18])[CH:14]=[CH:13][C:12]([C:10]2[O:11][C:7]3[CH:6]=[CH:5][C:4]([NH2:1])=[CH:19][C:8]=3[N:9]=2)=[CH:17][CH:16]=1. The yield is 0.600. (5) The reactants are [F:1][C:2]1[CH:28]=[C:27]([F:29])[CH:26]=[CH:25][C:3]=1[O:4][C:5]1[CH:10]=[CH:9][C:8]([CH2:11][S:12]([CH3:15])(=[O:14])=[O:13])=[CH:7][C:6]=1B1OC(C)(C)C(C)(C)O1.[Br:30][C:31]1[CH:32]=[C:33]2[C:41](I)=[CH:40][N:39]([CH3:43])[C:34]2=[C:35]([O:37][CH3:38])[N:36]=1.P([O-])([O-])([O-])=O.[K+].[K+].[K+]. The catalyst is C1C=CC(/C=C/C(/C=C/C2C=CC=CC=2)=O)=CC=1.C1C=CC(/C=C/C(/C=C/C2C=CC=CC=2)=O)=CC=1.C1C=CC(/C=C/C(/C=C/C2C=CC=CC=2)=O)=CC=1.[Pd].[Pd]. The product is [Br:30][C:31]1[CH:32]=[C:33]2[C:41]([C:6]3[CH:7]=[C:8]([CH2:11][S:12]([CH3:15])(=[O:13])=[O:14])[CH:9]=[CH:10][C:5]=3[O:4][C:3]3[CH:25]=[CH:26][C:27]([F:29])=[CH:28][C:2]=3[F:1])=[CH:40][N:39]([CH3:43])[C:34]2=[C:35]([O:37][CH3:38])[N:36]=1. The yield is 0.870. (6) The reactants are [NH2:1][C:2]1[N:7]=[CH:6][C:5]([C:8]2[S:12][C:11]([CH:13]3[CH2:18][CH2:17][N:16](C(OC(C)(C)C)=O)[CH2:15][CH2:14]3)=[C:10]([CH3:26])[CH:9]=2)=[CH:4][C:3]=1[C:27]1[N:31]([C:32]2[CH:37]=[CH:36][C:35]([O:38][CH3:39])=[C:34]([F:40])[C:33]=2[F:41])[N:30]=[N:29][N:28]=1.Cl. The catalyst is O1CCOCC1. The product is [F:41][C:33]1[C:34]([F:40])=[C:35]([O:38][CH3:39])[CH:36]=[CH:37][C:32]=1[N:31]1[C:27]([C:3]2[C:2]([NH2:1])=[N:7][CH:6]=[C:5]([C:8]3[S:12][C:11]([CH:13]4[CH2:18][CH2:17][NH:16][CH2:15][CH2:14]4)=[C:10]([CH3:26])[CH:9]=3)[CH:4]=2)=[N:28][N:29]=[N:30]1. The yield is 0.980.